Dataset: Retrosynthesis with 50K atom-mapped reactions and 10 reaction types from USPTO. Task: Predict the reactants needed to synthesize the given product. (1) Given the product C#Cc1cc(Nc2nccc(Oc3ccc(NC(=O)Nc4cc(C(C)C)nn4-c4cccc(CP(C)(C)=O)c4)c4ccccc34)n2)cc(C(=O)NCCN2CCOCC2)c1, predict the reactants needed to synthesize it. The reactants are: C#Cc1cc(N)cc(C(=O)NCCN2CCOCC2)c1.CC(C)c1cc(NC(=O)Nc2ccc(Oc3ccnc(Cl)n3)c3ccccc23)n(-c2cccc(CP(C)(C)=O)c2)n1. (2) Given the product O=C(O)C(F)(F)F, predict the reactants needed to synthesize it. The reactants are: CC(C)(C)OC(=O)N1CCC2(CC1)COC2. (3) Given the product N#CC(CNS(=O)(=O)c1ccc(OC(F)(F)F)cc1)CN1c2ccccc2CCc2ccccc21, predict the reactants needed to synthesize it. The reactants are: CS(=O)(=O)OC(CNS(=O)(=O)c1ccc(OC(F)(F)F)cc1)CN1c2ccccc2CCc2ccccc21.[C-]#N.